From a dataset of Catalyst prediction with 721,799 reactions and 888 catalyst types from USPTO. Predict which catalyst facilitates the given reaction. (1) Reactant: [Cl:1][C:2]1[CH:3]=[C:4]2[C:8](=[CH:9][CH:10]=1)[NH:7][C:6](=[O:11])[CH2:5]2.[H-].[Na+].[CH3:14][O:15][CH2:16][CH2:17][O:18][CH2:19][CH2:20][O:21][C:22]1[CH:31]=[C:30]2[C:25]([C:26](SC)=[N:27][CH:28]=[N:29]2)=[CH:24][CH:23]=1.Cl. Product: [ClH:1].[Cl:1][C:2]1[CH:3]=[C:4]2[C:8](=[CH:9][CH:10]=1)[NH:7][C:6](=[O:11])[CH:5]2[C:26]1[C:25]2[C:30](=[CH:31][C:22]([O:21][CH2:20][CH2:19][O:18][CH2:17][CH2:16][O:15][CH3:14])=[CH:23][CH:24]=2)[N:29]=[CH:28][N:27]=1. The catalyst class is: 16. (2) Reactant: Cl[C:2]1[C:7]([N+:8]([O-:10])=[O:9])=[CH:6][C:5]([Cl:11])=[CH:4][N:3]=1.[NH2:12][CH2:13][C@@H:14]1[CH2:18][CH2:17][N:16]([C:19]([O:21][C:22]([CH3:25])([CH3:24])[CH3:23])=[O:20])[CH2:15]1.C(N(CC)CC)C. Product: [Cl:11][C:5]1[CH:6]=[C:7]([N+:8]([O-:10])=[O:9])[C:2]([NH:12][CH2:13][C@@H:14]2[CH2:18][CH2:17][N:16]([C:19]([O:21][C:22]([CH3:25])([CH3:24])[CH3:23])=[O:20])[CH2:15]2)=[N:3][CH:4]=1. The catalyst class is: 8. (3) Reactant: Cl.[F:2][C:3]1([F:14])[CH2:7][NH:6][C@@H:5]([CH2:8][CH:9]([CH3:13])[C:10]([OH:12])=[O:11])[CH2:4]1.Br[CH2:16][C:17]1[NH:22][C:21]([C:23]2[S:24][CH:25]=[CH:26][N:27]=2)=[N:20][C@@H:19]([C:28]2[CH:33]=[CH:32][C:31]([F:34])=[CH:30][C:29]=2[Cl:35])[C:18]=1[C:36]([O:38][CH3:39])=[O:37].C(=O)([O-])[O-].[K+].[K+]. Product: [Cl:35][C:29]1[CH:30]=[C:31]([F:34])[CH:32]=[CH:33][C:28]=1[C@@H:19]1[N:20]=[C:21]([C:23]2[S:24][CH:25]=[CH:26][N:27]=2)[NH:22][C:17]([CH2:16][N:6]2[CH2:7][C:3]([F:2])([F:14])[CH2:4][C@@H:5]2[CH2:8][CH:9]([CH3:13])[C:10]([OH:12])=[O:11])=[C:18]1[C:36]([O:38][CH3:39])=[O:37]. The catalyst class is: 8. (4) Reactant: Cl.[NH:2]1[CH:6]=[CH:5][N:4]=[C:3]1[C:7]1[CH:8]=[CH:9][C:10]([CH3:23])=[C:11]([NH:13][C:14](=[O:22])[C:15]2[CH:20]=[CH:19][C:18]([NH2:21])=[CH:17][CH:16]=2)[CH:12]=1.[O:24]1[CH2:29][CH2:28][N:27]([C:30]2[CH:31]=[CH:32][C:33]([CH:36]=O)=[N:34][CH:35]=2)[CH2:26][CH2:25]1.C(O[BH-](OC(=O)C)OC(=O)C)(=O)C.[Na+].Cl. Product: [NH:2]1[CH:6]=[CH:5][N:4]=[C:3]1[C:7]1[CH:8]=[CH:9][C:10]([CH3:23])=[C:11]([NH:13][C:14](=[O:22])[C:15]2[CH:20]=[CH:19][C:18]([NH:21][CH2:36][C:33]3[CH:32]=[CH:31][C:30]([N:27]4[CH2:28][CH2:29][O:24][CH2:25][CH2:26]4)=[CH:35][N:34]=3)=[CH:17][CH:16]=2)[CH:12]=1. The catalyst class is: 258. (5) Reactant: [C:1]([O:5][C:6](=[O:25])[N:7]([CH2:9][C:10]1[CH:14]=[C:13](Br)[N:12]([S:16]([C:19]2[CH:20]=[N:21][CH:22]=[CH:23][CH:24]=2)(=[O:18])=[O:17])[CH:11]=1)[CH3:8])([CH3:4])([CH3:3])[CH3:2].[Cl:26][C:27]1[CH:32]=[CH:31][CH:30]=[CH:29][C:28]=1B(O)O.C(=O)([O-])[O-].[Na+].[Na+]. Product: [C:1]([O:5][C:6](=[O:25])[N:7]([CH2:9][C:10]1[CH:14]=[C:13]([C:28]2[CH:29]=[CH:30][CH:31]=[CH:32][C:27]=2[Cl:26])[N:12]([S:16]([C:19]2[CH:20]=[N:21][CH:22]=[CH:23][CH:24]=2)(=[O:18])=[O:17])[CH:11]=1)[CH3:8])([CH3:4])([CH3:3])[CH3:2]. The catalyst class is: 73. (6) Reactant: [I-].C[S+](C)(C)=O.[CH3:7]C(C)([O-])C.[K+].[F:13][C:14]1[CH:15]=[CH:16][C:17]2[O:22][CH:21]([CH:23]=[O:24])[CH2:20][CH2:19][C:18]=2[CH:25]=1. Product: [CH2:20]1[CH:21]([CH:23]2[O:24][CH2:7]2)[O:22][C:17]2[CH:16]=[CH:15][C:14]([F:13])=[CH:25][C:18]=2[CH2:19]1. The catalyst class is: 16. (7) Reactant: [Br:1][C:2]1[CH:3]=[C:4]2[C:9](=[CH:10][CH:11]=1)[C:8](=[O:12])[NH:7][C:6](=[O:13])[C:5]2=[CH:14]OC.CN(C)C=O.[CH3:22][N:23]([CH3:28])[CH2:24][CH2:25][CH2:26][NH2:27]. Product: [Br:1][C:2]1[CH:3]=[C:4]2[C:9](=[CH:10][CH:11]=1)[C:8](=[O:12])[NH:7][C:6](=[O:13])/[C:5]/2=[CH:14]\[NH:27][CH2:26][CH2:25][CH2:24][N:23]([CH3:28])[CH3:22]. The catalyst class is: 28. (8) Reactant: [F:1][C:2]1[CH:3]=[CH:4][C:5]([N+:9]([O-:11])=[O:10])=[C:6]([OH:8])[CH:7]=1.C(=O)([O-])[O-].[K+].[K+].COC(=O)[C:21](Cl)([F:23])[F:22].O. Product: [F:22][CH:21]([F:23])[O:8][C:6]1[CH:7]=[C:2]([F:1])[CH:3]=[CH:4][C:5]=1[N+:9]([O-:11])=[O:10]. The catalyst class is: 9. (9) Reactant: [NH2:1][C:2]1[CH:7]=[CH:6][C:5]([NH:8][C:9](=[O:19])[O:10][CH2:11]C(OC(C)(C)C)=O)=[CH:4][CH:3]=1.C(O)(C(F)(F)F)=O. Product: [NH2:1][C:2]1[CH:7]=[CH:6][C:5]([NH:8][C:9](=[O:19])[O:10][CH3:11])=[CH:4][CH:3]=1. The catalyst class is: 2.